From a dataset of Full USPTO retrosynthesis dataset with 1.9M reactions from patents (1976-2016). Predict the reactants needed to synthesize the given product. (1) Given the product [NH2:31][C:27]1[NH:28][C:29](=[O:30])[C:24]2[S:23][C:22](=[O:32])[N:21]([C@H:13]3[C@H:14]([N:16]4[CH2:20][CH2:19][CH2:18][CH2:17]4)[CH2:15][C@@H:11]([CH2:10][OH:9])[O:12]3)[C:25]=2[N:26]=1, predict the reactants needed to synthesize it. The reactants are: C([O:9][CH2:10][C@@H:11]1[CH2:15][C@@H:14]([N:16]2[CH2:20][CH2:19][CH2:18][CH2:17]2)[C@H:13]([N:21]2[C:25]3[N:26]=[C:27]([NH2:31])[NH:28][C:29](=[O:30])[C:24]=3[S:23][C:22]2=[O:32])[O:12]1)(=O)C1C=CC=CC=1.C([O-])([O-])=O.[K+].[K+]. (2) Given the product [CH3:1][O:2][C:3]([C@@H:5]1[C@@H:10]([C:11]2[CH:16]=[CH:15][C:14]([O:17][CH2:18][CH2:19][O:20][C:21]3[C:26]([Cl:27])=[CH:25][C:24]([CH3:28])=[CH:23][C:22]=3[Cl:29])=[CH:13][CH:12]=2)[CH2:9][CH2:8][N:7]([C:30]([O:32][C:33]([CH3:36])([CH3:35])[CH3:34])=[O:31])[CH2:6]1)=[O:4], predict the reactants needed to synthesize it. The reactants are: [CH3:1][O:2][C:3]([CH:5]1[CH:10]([C:11]2[CH:16]=[CH:15][C:14]([O:17][CH2:18][CH2:19][O:20][C:21]3[C:26]([Cl:27])=[CH:25][C:24]([CH3:28])=[CH:23][C:22]=3[Cl:29])=[CH:13][CH:12]=2)[CH2:9][CH2:8][N:7]([C:30]([O:32][C:33]([CH3:36])([CH3:35])[CH3:34])=[O:31])[CH2:6]1)=[O:4].C[O-].[Na+].O. (3) Given the product [CH:24]1([C:21]2[CH:22]=[N:23][C:11]([NH:10][C:5]3[CH:6]=[CH:7][CH:8]=[C:9]4[C:4]=3[CH:3]=[CH:2][N:1]4[CH2:34][CH:35]3[CH2:40][CH2:39][O:38][CH2:37][CH2:36]3)=[C:12]([CH:20]=2)[C:13]([O:15][C:16]([CH3:18])([CH3:19])[CH3:17])=[O:14])[CH2:26][CH2:25]1, predict the reactants needed to synthesize it. The reactants are: [NH:1]1[C:9]2[C:4](=[C:5]([NH:10][C:11]3[N:23]=[CH:22][C:21]([CH:24]4[CH2:26][CH2:25]4)=[CH:20][C:12]=3[C:13]([O:15][C:16]([CH3:19])([CH3:18])[CH3:17])=[O:14])[CH:6]=[CH:7][CH:8]=2)[CH:3]=[CH:2]1.CC(C)([O-])C.[K+].Br[CH2:34][CH:35]1[CH2:40][CH2:39][O:38][CH2:37][CH2:36]1.O. (4) Given the product [NH2:1][C:2]1[N:3]=[C:4]([C:19]2[CH:24]=[CH:23][CH:22]=[CH:21][C:20]=2[OH:25])[CH:5]=[C:6]([C:10]2[CH:18]=[CH:17][CH:16]=[C:12]([C:13]([OH:15])=[O:14])[CH:11]=2)[C:7]=1[C:8]#[N:9], predict the reactants needed to synthesize it. The reactants are: [NH2:1][C:2]1[C:7]([C:8]#[N:9])=[C:6]([C:10]2[CH:11]=[C:12]([CH:16]=[CH:17][CH:18]=2)[C:13]([OH:15])=[O:14])[CH:5]=[C:4]([C:19]2[CH:24]=[CH:23][CH:22]=[CH:21][C:20]=2[O:25]CC2C=CC(OC)=CC=2)[N:3]=1.FC(F)(F)C(O)=O.C1(OC)C=CC=CC=1.O. (5) Given the product [N+:1]([C:4]1[CH:5]=[C:6]([C:12]2[O:13][C:14]3[CH:20]=[CH:19][C:18]([C:28]4[CH:27]=[CH:26][C:25]([O:24][C:23]([F:22])([F:34])[F:35])=[CH:30][CH:29]=4)=[CH:17][C:15]=3[N:16]=2)[CH:7]=[CH:8][C:9]=1[O:10][CH3:11])([O-:3])=[O:2], predict the reactants needed to synthesize it. The reactants are: [N+:1]([C:4]1[CH:5]=[C:6]([C:12]2[O:13][C:14]3[CH:20]=[CH:19][C:18](Br)=[CH:17][C:15]=3[N:16]=2)[CH:7]=[CH:8][C:9]=1[O:10][CH3:11])([O-:3])=[O:2].[F:22][C:23]([F:35])([F:34])[O:24][C:25]1[CH:30]=[CH:29][C:28](B(O)O)=[CH:27][CH:26]=1. (6) Given the product [F:1][C:2]1([F:11])[CH2:7][CH2:6][CH:5]([C:8]([NH2:12])=[O:9])[CH2:4][CH2:3]1, predict the reactants needed to synthesize it. The reactants are: [F:1][C:2]1([F:11])[CH2:7][CH2:6][CH:5]([C:8](Cl)=[O:9])[CH2:4][CH2:3]1.[NH3:12]. (7) Given the product [C:3]([C:5]1[CH:6]=[CH:7][C:8]([CH:11]2[N:16]([CH2:17][C:18]([OH:20])=[O:19])[C:15](=[O:22])[N:14]([C:23]3[CH:28]=[CH:27][CH:26]=[C:25]([C:29]([F:32])([F:30])[F:31])[CH:24]=3)[C:13]3[CH2:33][CH2:34][NH:35][C:36](=[O:37])[C:12]2=3)=[CH:9][CH:10]=1)#[N:4], predict the reactants needed to synthesize it. The reactants are: [OH-].[Na+].[C:3]([C:5]1[CH:10]=[CH:9][C:8]([CH:11]2[N:16]([CH2:17][C:18]([O:20]C)=[O:19])[C:15](=[O:22])[N:14]([C:23]3[CH:28]=[CH:27][CH:26]=[C:25]([C:29]([F:32])([F:31])[F:30])[CH:24]=3)[C:13]3[CH2:33][CH2:34][NH:35][C:36](=[O:37])[C:12]2=3)=[CH:7][CH:6]=1)#[N:4]. (8) Given the product [CH:1]1([N:6]2[C:14]3[CH:13]=[CH:12][NH:11][C:10](=[O:15])[C:9]=3[C:8]([C:17]3[CH:18]=[CH:19][C:20]([C:21]([NH2:23])=[O:22])=[CH:24][CH:25]=3)=[N:7]2)[CH2:2][CH2:3][CH2:4][CH2:5]1, predict the reactants needed to synthesize it. The reactants are: [CH:1]1([N:6]2[C:14]3[CH:13]=[CH:12][N:11]=[C:10]([O:15]C)[C:9]=3[C:8]([C:17]3[CH:25]=[CH:24][C:20]([C:21]([NH2:23])=[O:22])=[CH:19][CH:18]=3)=[N:7]2)[CH2:5][CH2:4][CH2:3][CH2:2]1.[I-].[Na+].Cl[Si](C)(C)C.O.